From a dataset of Forward reaction prediction with 1.9M reactions from USPTO patents (1976-2016). Predict the product of the given reaction. (1) Given the reactants [CH3:1][O:2][C:3]1[CH:4]=[C:5]2[C:10](=[CH:11][C:12]=1[O:13][CH3:14])[N:9]=[CH:8][CH:7]=[C:6]2[O:15][C:16]1[C:17]([CH3:26])=[N:18][C:19]2[C:24]([CH:25]=1)=[CH:23][CH:22]=[CH:21][CH:20]=2.[CH:27]([N-:30][CH:31]([CH3:33])[CH3:32])([CH3:29])[CH3:28].[Li+].C1C(=O)N(Br)C(=O)C1.O, predict the reaction product. The product is: [CH3:1][O:2][C:3]1[CH:4]=[C:5]2[C:10](=[CH:11][C:12]=1[O:13][CH3:14])[N:9]=[CH:8][CH:7]=[C:6]2[O:15][C:16]1[C:17]([CH2:26][N:30]([CH:31]([CH3:33])[CH3:32])[CH:27]([CH3:29])[CH3:28])=[N:18][C:19]2[C:24]([CH:25]=1)=[CH:23][CH:22]=[CH:21][CH:20]=2. (2) Given the reactants [CH:1]1([C:4]2[C:5]([CH2:17][O:18][C:19]3[CH:24]=[CH:23][C:22]([C:25]4[CH:29]=[C:28]([CH3:30])[N:27]([CH3:31])[N:26]=4)=[CH:21][C:20]=3[CH3:32])=[C:6]([N:10]3[C:14](=[O:15])[N:13]([CH3:16])[N:12]=[N:11]3)[CH:7]=[CH:8][CH:9]=2)[CH2:3][CH2:2]1.[Cl:33]N1C(=O)CCC1=O, predict the reaction product. The product is: [CH:1]1([C:4]2[C:5]([CH2:17][O:18][C:19]3[CH:24]=[CH:23][C:22]([C:25]4[C:29]([Cl:33])=[C:28]([CH3:30])[N:27]([CH3:31])[N:26]=4)=[CH:21][C:20]=3[CH3:32])=[C:6]([N:10]3[C:14](=[O:15])[N:13]([CH3:16])[N:12]=[N:11]3)[CH:7]=[CH:8][CH:9]=2)[CH2:3][CH2:2]1. (3) The product is: [OH:1][C@H:2]1[CH2:7][CH2:6][CH2:5][C@@H:4]([O:8][CH2:9][C:10]2[CH:18]=[CH:17][CH:16]=[C:15]([CH3:19])[C:11]=2[C:12]([O:14][CH3:20])=[O:13])[CH2:3]1. Given the reactants [OH:1][C@@H:2]1[CH2:7][CH2:6][CH2:5][C@H:4]([O:8][CH2:9][C:10]2[CH:18]=[CH:17][CH:16]=[C:15]([CH3:19])[C:11]=2[C:12]([O-:14])=[O:13])[CH2:3]1.[C:20]([O-])(=O)C, predict the reaction product. (4) Given the reactants ClC1C=CC(C2(O)CCN(CCC=C3C4[C:22](=NC=CC=4)[O:21][C:20]4C=CC=C(O)[C:19]=4C3)CC2)=CC=1.[Cl:34][C:35]1[CH:36]=[C:37]2[C:65](=[CH:66][CH:67]=1)[C:40]1([CH2:45][CH2:44][N:43]([CH2:46][CH2:47][CH:48]=[C:49]3[C:59]4[C:54](=[N:55][CH:56]=[CH:57][CH:58]=4)[O:53][C:52]4[CH:60]=[CH:61][CH:62]=[C:63]([OH:64])[C:51]=4[CH2:50]3)[CH2:42][CH2:41]1)[O:39][CH2:38]2, predict the reaction product. The product is: [Cl:34][C:35]1[CH:36]=[C:37]2[C:65](=[CH:66][CH:67]=1)[C:40]1([CH2:41][CH2:42][N:43]([CH2:46][CH2:47][CH:48]=[C:49]3[C:59]4[C:54](=[N:55][CH:56]=[CH:57][CH:58]=4)[O:53][C:52]4[CH:60]=[CH:61][CH:62]=[C:63]([O:64][CH2:19][CH2:20][O:21][CH3:22])[C:51]=4[CH2:50]3)[CH2:44][CH2:45]1)[O:39][CH2:38]2.